Dataset: Forward reaction prediction with 1.9M reactions from USPTO patents (1976-2016). Task: Predict the product of the given reaction. (1) Given the reactants [CH3:1][N:2]1[C:6]2=[CH:7][CH:8]=[C:9]3[C:14]([N:13]=[C:12](Cl)[N:11]=[C:10]3[N:16]3[CH2:21][CH2:20][O:19][CH2:18][CH2:17]3)=[C:5]2[CH:4]=[CH:3]1.[CH2:22]([NH:25][C:26](=[O:37])[NH:27][C:28]1[CH:33]=[CH:32][C:31](B(O)O)=[CH:30][CH:29]=1)[CH2:23][CH3:24].C([O-])([O-])=O.[Na+].[Na+], predict the reaction product. The product is: [CH3:1][N:2]1[C:6]2=[CH:7][CH:8]=[C:9]3[C:14]([N:13]=[C:12]([C:31]4[CH:30]=[CH:29][C:28]([NH:27][C:26]([NH:25][CH2:22][CH2:23][CH3:24])=[O:37])=[CH:33][CH:32]=4)[N:11]=[C:10]3[N:16]3[CH2:21][CH2:20][O:19][CH2:18][CH2:17]3)=[C:5]2[CH:4]=[CH:3]1. (2) Given the reactants C[O-].[Na+].[F:4][C:5]1[C:23]([F:24])=[CH:22][CH:21]=[CH:20][C:6]=1[CH2:7][N:8]1[C:12]2=[N:13][C:14]([CH3:17])=[N:15][CH:16]=[C:11]2[C:10]([C:18]#[N:19])=[N:9]1.[Cl-].[NH4+:26].C(O)(=O)C, predict the reaction product. The product is: [F:4][C:5]1[C:23]([F:24])=[CH:22][CH:21]=[CH:20][C:6]=1[CH2:7][N:8]1[C:12]2=[N:13][C:14]([CH3:17])=[N:15][CH:16]=[C:11]2[C:10]([C:18](=[NH:26])[NH2:19])=[N:9]1. (3) Given the reactants [CH2:1]([O:8][CH2:9][C:10]([OH:12])=O)[C:2]1[CH:7]=[CH:6][CH:5]=[CH:4][CH:3]=1.C1C=NC2N(O)N=NC=2C=1.CN(C(ON1N=NC2C=CC=NC1=2)=[N+](C)C)C.F[P-](F)(F)(F)(F)F.C(N(CC)CC)C.[NH2:54][C:55]1[CH:60]=[C:59]([C:61]#[N:62])[CH:58]=[CH:57][C:56]=1[NH:63][CH2:64][C:65]([O:67][C:68]([CH3:71])([CH3:70])[CH3:69])=[O:66], predict the reaction product. The product is: [CH2:1]([O:8][CH2:9][C:10]([NH:54][C:55]1[CH:60]=[C:59]([C:61]#[N:62])[CH:58]=[CH:57][C:56]=1[NH:63][CH2:64][C:65]([O:67][C:68]([CH3:71])([CH3:70])[CH3:69])=[O:66])=[O:12])[C:2]1[CH:3]=[CH:4][CH:5]=[CH:6][CH:7]=1. (4) Given the reactants [NH2:1][C:2]1[CH:10]=[CH:9][C:8]([Cl:11])=[CH:7][C:3]=1[C:4]([NH2:6])=O.[Cl-:12].[CH3:13][N:14]1[CH2:19][CH2:18][NH:17][CH2:16][CH2:15]1, predict the reaction product. The product is: [Cl:11][C:8]1[CH:7]=[C:3]2[C:2](=[CH:10][CH:9]=1)[N:1]=[C:4]([C:3]1[CH:7]=[CH:8][C:9]([Cl:12])=[CH:10][CH:2]=1)[N:6]=[C:4]2[N:17]1[CH2:18][CH2:19][N:14]([CH3:13])[CH2:15][CH2:16]1. (5) Given the reactants [C:1]([O:5][C:6]([NH:8][C@H:9]([CH3:17])[C:10](=[O:16])[CH2:11][C:12]([O:14][CH3:15])=[O:13])=[O:7])([CH3:4])([CH3:3])[CH3:2].Br[CH2:19][C:20]([C:22]1[CH:31]=[CH:30][CH:29]=[C:28]2[C:23]=1[N:24]=[C:25]([NH:33][C:34]([CH3:37])([CH3:36])[CH3:35])[C:26]([CH3:32])=[N:27]2)=[O:21].C([O-])([O-])=O.[K+].[K+], predict the reaction product. The product is: [C:1]([O:5][C:6]([NH:8][CH:9]([CH3:17])[C:10](=[O:16])[CH:11]([CH2:19][C:20]([C:22]1[CH:31]=[CH:30][CH:29]=[C:28]2[C:23]=1[N:24]=[C:25]([NH:33][C:34]([CH3:37])([CH3:36])[CH3:35])[C:26]([CH3:32])=[N:27]2)=[O:21])[C:12]([O:14][CH3:15])=[O:13])=[O:7])([CH3:3])([CH3:4])[CH3:2].